From a dataset of Reaction yield outcomes from USPTO patents with 853,638 reactions. Predict the reaction yield, written as a fraction of the theoretical maximum amount of product (1.0 means a 100% yield; for example, 0.34 means a 34% yield). The reactants are C(O[C:4]([C:6]1[C:7](=[O:23])[N:8]([CH2:18][CH2:19][CH:20]([CH3:22])[CH3:21])[N:9]=[C:10]([N:13]2[CH2:17][CH2:16][CH2:15][CH2:14]2)[C:11]=1[OH:12])=O)C.[NH2:24][C:25]1[CH:30]=[CH:29][C:28]([NH:31][S:32]([CH3:35])(=[O:34])=[O:33])=[CH:27][C:26]=1[S:36]([NH2:39])(=[O:38])=[O:37].C1CCN2C(=NCCC2)CC1. The catalyst is N1C=CC=CC=1. The product is [OH:12][C:11]1[C:10]([N:13]2[CH2:14][CH2:15][CH2:16][CH2:17]2)=[N:9][N:8]([CH2:18][CH2:19][CH:20]([CH3:21])[CH3:22])[C:7](=[O:23])[C:6]=1[C:4]1[NH:39][S:36](=[O:38])(=[O:37])[C:26]2[CH:27]=[C:28]([NH:31][S:32]([CH3:35])(=[O:33])=[O:34])[CH:29]=[CH:30][C:25]=2[N:24]=1. The yield is 0.100.